From a dataset of Human Reference Interactome with 51,813 positive PPI pairs across 8,248 proteins, plus equal number of experimentally-validated negative pairs. Binary Classification. Given two protein amino acid sequences, predict whether they physically interact or not. Protein 1 (ENSG00000101049) has sequence MNSSPAGTPSPQPSRANGNINLGPSANPNAQPTDFDFLKVIGKGNYGKVLLAKRKSDGAFYAVKVLQKKSILKKKEQSHIMAERSVLLKNVRHPFLVGLRYSFQTPEKLYFVLDYVNGGELFFHLQRERRFLEPRARFYAAEVASAIGYLHSLNIIYRDLKPENILLDCQGHVVLTDFGLCKEGVEPEDTTSTFCGTPEYLAPEVLRKEPYDRAVDWWCLGAVLYEMLHGLPPFYSQDVSQMYENILHQPLQIPGGRTVAACDLLQSLLHKDQRQRLGSKADFLEIKNHVFFSPINWDDL.... Protein 2 (ENSG00000174106) has sequence MAAAAASAPQQLSDEELFSQLRRYGLSPGPVTESTRPVYLKKLKKLREEEQQQHRSGGRGNKTRNSNNNNTAAATVAAAGPAAAAAAGMGVRPVSGDLSYLRTPGGLCRISASGPESLLGGPGGASAAPAAGSKVLLGFSSDESDVEASPRDQAGGGGRKDRASLQYRGLKAPPAPLAASEVTNSNSAERRKPHSWWGARRPAGPELQTPPGKDGAVEDEEGEGEDGEERDPETEEPLWASRTVNGSRLVPYSCRENYSDSEEEDDDDVASSRQVLKDDSLSRHRPRRTHSKPLPPLTAK.... Result: 0 (the proteins do not interact).